From a dataset of Full USPTO retrosynthesis dataset with 1.9M reactions from patents (1976-2016). Predict the reactants needed to synthesize the given product. (1) Given the product [Cl:13][C:9]1[CH:8]=[C:7]2[C:12](=[CH:11][CH:10]=1)[N:4]([CH2:3][CH2:2][NH:1][C:34](=[O:36])[CH3:35])[C:5]([CH2:14][N:15]1[C:19]3=[CH:20][N:21]=[CH:22][CH:23]=[C:18]3[C:17]3([CH2:24][CH2:25]3)[C:16]1=[O:26])=[CH:6]2, predict the reactants needed to synthesize it. The reactants are: [NH2:1][CH2:2][CH2:3][N:4]1[C:12]2[C:7](=[CH:8][C:9]([Cl:13])=[CH:10][CH:11]=2)[CH:6]=[C:5]1[CH2:14][N:15]1[C:19]2=[CH:20][N:21]=[CH:22][CH:23]=[C:18]2[C:17]2([CH2:25][CH2:24]2)[C:16]1=[O:26].C(N(CC)CC)C.[C:34](Cl)(=[O:36])[CH3:35]. (2) Given the product [F:1][C:2]1[CH:3]=[CH:4][C:5]([CH2:6][O:7][CH2:8][C:9]([NH:11][CH2:12][CH2:13][C:14]2[CH:15]=[CH:20][C:19]([CH:31]=[O:32])=[CH:18][CH:21]=2)=[O:10])=[CH:24][CH:25]=1, predict the reactants needed to synthesize it. The reactants are: [F:1][C:2]1[CH:25]=[CH:24][C:5]([CH2:6][O:7][CH2:8][C:9]([NH:11][CH2:12][CH2:13][CH2:14][C:15]2[CH:20]=[CH:19][C:18]([CH2:21]C=O)=CC=2)=[O:10])=[CH:4][CH:3]=1.FC1C=CC([CH2:31][O:32]CC(NCCCC2C=CC(CCO)=CC=2)=O)=CC=1. (3) The reactants are: [Br:1][C:2]1([CH:9]=[C:8](O)C=[CH:6][CH2:5]1)C=O.[C:11]([O-:14])([O-])=O.[Cs+].[Cs+].[CH2:17](Br)[C:18]1[CH:23]=[CH:22][CH:21]=[CH:20][CH:19]=1.CN([CH:28]=[O:29])C. Given the product [CH2:17]([O:29][C:28]1[CH:6]=[CH:5][C:2]([Br:1])=[C:9]([CH:8]=1)[CH:11]=[O:14])[C:18]1[CH:23]=[CH:22][CH:21]=[CH:20][CH:19]=1, predict the reactants needed to synthesize it. (4) Given the product [Cl:24][C:16]1[C:17]([CH:22]=[O:21])=[C:5]([Cl:10])[CH:6]=[C:14]([CH3:15])[N:13]=1, predict the reactants needed to synthesize it. The reactants are: CS(C)=O.[C:5]([Cl:10])(=O)[C:6](Cl)=O.C([N:13]([CH2:16][CH3:17])[CH2:14][CH3:15])C.C([O:21][CH2:22]C)(=O)C.[Cl:24]CCl. (5) Given the product [O:10]1[C:7]2[CH:8]=[CH:9][C:4]([C:2]([CH:13]3[CH2:15][CH2:14]3)([OH:3])[CH3:1])=[CH:5][C:6]=2[O:12][CH2:11]1, predict the reactants needed to synthesize it. The reactants are: [CH3:1][C:2]([C:4]1[CH:9]=[CH:8][C:7]2[O:10][CH2:11][O:12][C:6]=2[CH:5]=1)=[O:3].[CH:13]1([Mg]Br)[CH2:15][CH2:14]1.C1(C(C2C=CC(Cl)=CC=2)(O)C)CC1. (6) Given the product [C:22]([C:7]1[CH:6]=[CH:5][C:4]2[C:9](=[C:10]([C:12]3[C:21]4[C:16](=[CH:17][CH:18]=[CH:19][CH:20]=4)[CH:15]=[CH:14][CH:13]=3)[CH:11]=[C:2]([NH:1][C:24](=[O:26])[CH3:25])[CH:3]=2)[N:8]=1)#[N:23], predict the reactants needed to synthesize it. The reactants are: [NH2:1][C:2]1[CH:3]=[C:4]2[C:9](=[C:10]([C:12]3[C:21]4[C:16](=[CH:17][CH:18]=[CH:19][CH:20]=4)[CH:15]=[CH:14][CH:13]=3)[CH:11]=1)[N:8]=[C:7]([C:22]#[N:23])[CH:6]=[CH:5]2.[C:24](OC(=O)C)(=[O:26])[CH3:25]. (7) The reactants are: F[C@@H:2]1C[N:5]([C:7](OC(C)(C)C)=O)[C@H:4]([C:14](=[O:24])[NH:15][C@@H:16]2[C@@H:23]3[C@@H:19]([CH2:20][NH:21][CH2:22]3)[CH2:18][CH2:17]2)[CH2:3]1.Br[C:26]1[CH:31]=[CH:30][CH:29]=[C:28]([C:32]([F:35])([F:34])[F:33])[N:27]=1.Br[C:37]1C=C(C(F)(F)F)C=CN=1. Given the product [CH3:7][NH:5][C@H:4]([C:14]([NH:15][C@@H:16]1[C@@H:23]2[C@@H:19]([CH2:20][N:21]([C:26]3[CH:31]=[CH:30][CH:29]=[C:28]([C:32]([F:35])([F:34])[F:33])[N:27]=3)[CH2:22]2)[CH2:18][CH2:17]1)=[O:24])[CH:3]([CH3:2])[CH3:37], predict the reactants needed to synthesize it. (8) Given the product [F:25][C:3]([F:26])([F:2])[C:4]1[CH:5]=[C:6]([N:10]2[CH2:15][CH2:14][CH:13]([CH2:16][CH2:17][NH:18][C:19](=[O:24])[O:20][CH2:21][C:22]([NH2:1])=[O:23])[CH2:12][CH2:11]2)[CH:7]=[CH:8][CH:9]=1, predict the reactants needed to synthesize it. The reactants are: [NH3:1].[F:2][C:3]([F:26])([F:25])[C:4]1[CH:5]=[C:6]([N:10]2[CH2:15][CH2:14][CH:13]([CH2:16][CH2:17][N:18]3[C:22](=[O:23])[CH2:21][O:20][C:19]3=[O:24])[CH2:12][CH2:11]2)[CH:7]=[CH:8][CH:9]=1.O1CCCC1. (9) Given the product [NH2:1][CH2:4][C:5]1[N:9]([CH2:10][C:11]([N:13]2[CH2:14][CH2:15][N:16]([C:19]3[CH:20]=[CH:21][C:22]([Cl:25])=[CH:23][CH:24]=3)[CH2:17][CH2:18]2)=[O:12])[N:8]=[C:7]([C:26]([F:28])([F:27])[F:29])[C:6]=1[Cl:30], predict the reactants needed to synthesize it. The reactants are: [N:1]([CH2:4][C:5]1[N:9]([CH2:10][C:11]([N:13]2[CH2:18][CH2:17][N:16]([C:19]3[CH:24]=[CH:23][C:22]([Cl:25])=[CH:21][CH:20]=3)[CH2:15][CH2:14]2)=[O:12])[N:8]=[C:7]([C:26]([F:29])([F:28])[F:27])[C:6]=1[Cl:30])=[N+]=[N-]. (10) Given the product [NH:1]1[C:5](=[O:6])[CH2:4][CH2:3][C@H:2]1[C:7]([NH:9][C@H:10]([C:36]([NH:38][C@H:39]([C:50]([NH:52][C@H:53]([C:60]([NH:62][C@H:63]([C:76]([NH:78][C@@H:79]([C:93]([NH:95][C@H:96]([C:101]([NH:103][C@H:104]([C:129]([N:131]1[CH2:138][CH2:137][CH2:136][C@H:132]1[C:133]([NH2:135])=[O:134])=[O:130])[CH2:105][CH2:106][CH2:107][NH:108][C:109](=[NH:110])[NH2:128])=[O:102])[CH2:97][CH:98]([CH3:99])[CH3:100])=[O:94])[CH2:80][C:81]1[N:85]=[CH:84][N:83]([CH2:86][C:87]2[CH:88]=[CH:89][CH:90]=[CH:91][CH:92]=2)[CH:82]=1)=[O:77])[CH2:64][C:65]1[CH:70]=[CH:69][C:68]([OH:71])=[CH:67][CH:66]=1)=[O:61])[CH2:54][OH:55])=[O:51])[CH2:40][C:41]1[C:49]2[C:44](=[CH:45][CH:46]=[CH:47][CH:48]=2)[NH:43][CH:42]=1)=[O:37])[CH2:11][C:12]1[N:16]=[CH:15][NH:14][CH:13]=1)=[O:8], predict the reactants needed to synthesize it. The reactants are: [NH:1]1[C:5](=[O:6])[CH2:4][CH2:3][C@H:2]1[C:7]([NH:9][C@H:10]([C:36]([NH:38][C@H:39]([C:50]([NH:52][C@H:53]([C:60]([NH:62][C@H:63]([C:76]([NH:78][C@@H:79]([C:93]([NH:95][C@H:96]([C:101]([NH:103][C@H:104]([C:129]([N:131]1[CH2:138][CH2:137][CH2:136][C@H:132]1[C:133]([NH2:135])=[O:134])=[O:130])[CH2:105][CH2:106][CH2:107][NH:108][C:109](=[NH:128])[NH:110]S(C1C(C)=C2C(OC(C2)(C)C)=C(C)C=1C)(=O)=O)=[O:102])[CH2:97][CH:98]([CH3:100])[CH3:99])=[O:94])[CH2:80][C:81]1[N:85]=[CH:84][N:83]([CH2:86][C:87]2[CH:92]=[CH:91][CH:90]=[CH:89][CH:88]=2)[CH:82]=1)=[O:77])[CH2:64][C:65]1[CH:70]=[CH:69][C:68]([O:71]C(C)(C)C)=[CH:67][CH:66]=1)=[O:61])[CH2:54][O:55]C(C)(C)C)=[O:51])[CH2:40][C:41]1[C:49]2[C:44](=[CH:45][CH:46]=[CH:47][CH:48]=2)[NH:43][CH:42]=1)=[O:37])[CH2:11][C:12]1[N:16]=[CH:15][N:14](C(C2C=CC=CC=2)(C2C=CC=CC=2)C2C=CC=CC=2)[CH:13]=1)=[O:8].C(O)(C(F)(F)F)=O.